Dataset: Catalyst prediction with 721,799 reactions and 888 catalyst types from USPTO. Task: Predict which catalyst facilitates the given reaction. (1) Reactant: C([O:4][C@@H:5]1[C@@H:10]([O:11]C(=O)C)[C@@H:9]([CH2:15][O:16]C(=O)C)[O:8][C@H:7]([S:20][C:21]2[CH:26]=[CH:25][C:24](Br)=[CH:23][CH:22]=2)[C@H:6]1CC([O-])=O)(=O)C.[CH3:32][O:33][C:34]([C:36]1[CH:37]=[C:38](B(O)O)[CH:39]=[CH:40][CH:41]=1)=[O:35].C(=O)([O-])[O-:46].[Cs+].[Cs+]. Product: [OH:46][C@H:6]1[C@@H:5]([OH:4])[C@H:10]([OH:11])[C@@H:9]([CH2:15][OH:16])[O:8][C@@H:7]1[S:20][C:21]1[CH:22]=[CH:23][C:24]([C:38]2[CH:37]=[C:36]([CH:41]=[CH:40][CH:39]=2)[C:34]([O:33][CH3:32])=[O:35])=[CH:25][CH:26]=1. The catalyst class is: 70. (2) Reactant: [CH3:1][O:2][C:3]1[CH:8]=[CH:7][CH:6]=[C:5]([Sn](CCCC)(CCCC)CCCC)[N:4]=1.O(P(O[C:39]1[N:40]([C:45]([O:47][C:48]([CH3:51])([CH3:50])[CH3:49])=[O:46])[CH2:41][CH2:42][O:43][CH:44]=1)(OC1C=CC=CC=1)=O)C1C=CC=CC=1.[Cl-].[Li+]. Product: [CH3:1][O:2][C:3]1[N:4]=[C:5]([C:39]2[N:40]([C:45]([O:47][C:48]([CH3:51])([CH3:50])[CH3:49])=[O:46])[CH2:41][CH2:42][O:43][CH:44]=2)[CH:6]=[CH:7][CH:8]=1. The catalyst class is: 176. (3) Reactant: [F:1][C:2]1[CH:7]=[CH:6][C:5]([N:8]2[CH2:13][CH2:12][N:11]([S:14]([C:17]3[CH:18]=[C:19]([CH:23]4[CH2:28][CH2:27][N:26](C(OC(C)(C)C)=O)[CH2:25][CH2:24]4)[CH:20]=[CH:21][CH:22]=3)(=[O:16])=[O:15])[C@H:10]([CH3:36])[CH2:9]2)=[C:4]([C:37]([F:40])([F:39])[F:38])[CH:3]=1.C(O)(C(F)(F)F)=O. Product: [F:1][C:2]1[CH:7]=[CH:6][C:5]([N:8]2[CH2:13][CH2:12][N:11]([S:14]([C:17]3[CH:22]=[CH:21][CH:20]=[C:19]([CH:23]4[CH2:28][CH2:27][NH:26][CH2:25][CH2:24]4)[CH:18]=3)(=[O:16])=[O:15])[C@H:10]([CH3:36])[CH2:9]2)=[C:4]([C:37]([F:40])([F:38])[F:39])[CH:3]=1. The catalyst class is: 2. (4) Reactant: [Br:1][C:2]1[CH:3]=[C:4]2[NH:10][C:9](=O)[C:8]3([CH2:16][CH2:15][O:14][CH2:13][CH2:12]3)[C:5]2=[N:6][CH:7]=1.[H-].COCCO[Al+]OCCOC.[Na+].[H-]. Product: [Br:1][C:2]1[CH:3]=[C:4]2[NH:10][CH2:9][C:8]3([CH2:16][CH2:15][O:14][CH2:13][CH2:12]3)[C:5]2=[N:6][CH:7]=1. The catalyst class is: 11. (5) Reactant: [CH3:1][N:2]([CH3:15])[CH2:3][CH2:4][N:5]1[C:13]2[C:8](=[CH:9][C:10]([NH2:14])=[CH:11][CH:12]=2)[CH:7]=[N:6]1.[O:16]([C:23]1[CH:28]=[CH:27][C:26]([CH2:29][C:30](O)=[O:31])=[CH:25][CH:24]=1)[C:17]1[CH:22]=[CH:21][CH:20]=[CH:19][CH:18]=1.Cl.C(N=C=NC(C)(C)CC)C.ON1C2C=CC=CC=2N=N1.CN1CCOCC1. Product: [CH3:1][N:2]([CH3:15])[CH2:3][CH2:4][N:5]1[C:13]2[C:8](=[CH:9][C:10]([NH:14][C:30](=[O:31])[CH2:29][C:26]3[CH:27]=[CH:28][C:23]([O:16][C:17]4[CH:18]=[CH:19][CH:20]=[CH:21][CH:22]=4)=[CH:24][CH:25]=3)=[CH:11][CH:12]=2)[CH:7]=[N:6]1. The catalyst class is: 3. (6) Reactant: [N:1]1[C:10]2[C:5](=[CH:6][CH:7]=[C:8]([NH:11][C:12]3[CH:17]=[C:16]([C:18]4[CH2:19][CH2:20][NH:21][CH2:22][CH:23]=4)[N:15]=[CH:14][N:13]=3)[CH:9]=2)[CH:4]=[CH:3][CH:2]=1.C=O.[C:26](O[BH-](OC(=O)C)OC(=O)C)(=O)C.[Na+]. Product: [CH3:26][N:21]1[CH2:20][CH:19]=[C:18]([C:16]2[N:15]=[CH:14][N:13]=[C:12]([NH:11][C:8]3[CH:9]=[C:10]4[C:5]([CH:4]=[CH:3][CH:2]=[N:1]4)=[CH:6][CH:7]=3)[CH:17]=2)[CH2:23][CH2:22]1. The catalyst class is: 23. (7) Reactant: [Cl:1][C:2]1[C:28]([Cl:29])=[CH:27][C:5]2[N:6]([C@@H:9]3[O:26][CH2:25][C@@H:20]([O:21][C:22](=[O:24])[CH3:23])[C@@H:15]([O:16][C:17](=[O:19])[CH3:18])[C@H:10]3[O:11][C:12](=[O:14])[CH3:13])[CH:7]=[N:8][C:4]=2[C:3]=1[F:30].[Br:31]N1C(=O)CCC1=O. Product: [Br:31][C:7]1[N:6]([C@@H:9]2[O:26][CH2:25][C@@H:20]([O:21][C:22](=[O:24])[CH3:23])[C@@H:15]([O:16][C:17](=[O:19])[CH3:18])[C@H:10]2[O:11][C:12](=[O:14])[CH3:13])[C:5]2[CH:27]=[C:28]([Cl:29])[C:2]([Cl:1])=[C:3]([F:30])[C:4]=2[N:8]=1. The catalyst class is: 7. (8) Reactant: [H-].[Na+].[C:3]1([C@@H:9]2[O:14][C@@H:13]([CH2:15][OH:16])[CH2:12][CH2:11][O:10]2)[CH:8]=[CH:7][CH:6]=[CH:5][CH:4]=1.[CH2:17](Br)[CH2:18][CH2:19][CH2:20][CH2:21][CH2:22][CH2:23][CH2:24][CH2:25][CH2:26][CH2:27][CH2:28][CH2:29][CH2:30][CH2:31][CH3:32]. Product: [C:3]1([C@@H:9]2[O:14][C@@H:13]([CH2:15][O:16][CH2:32][CH2:31][CH2:30][CH2:29][CH2:28][CH2:27][CH2:26][CH2:25][CH2:24][CH2:23][CH2:22][CH2:21][CH2:20][CH2:19][CH2:18][CH3:17])[CH2:12][CH2:11][O:10]2)[CH:4]=[CH:5][CH:6]=[CH:7][CH:8]=1. The catalyst class is: 807. (9) Reactant: [CH:1]1[C:7]([NH2:8])=[N:6][C:4](=[O:5])[N:3]([C@@H:9]2[O:13][C@H:12]([CH2:14][OH:15])[C@@H:11]([OH:16])[C:10]2([F:18])[F:17])[CH:2]=1.[ClH:19]. Product: [CH:1]1[C:7]([NH2:8])=[N:6][C:4](=[O:5])[N:3]([C@@H:9]2[O:13][C@H:12]([CH2:14][OH:15])[C@@H:11]([OH:16])[C:10]2([F:17])[F:18])[CH:2]=1.[ClH:19]. The catalyst class is: 32.